From a dataset of Peptide-MHC class II binding affinity with 134,281 pairs from IEDB. Regression. Given a peptide amino acid sequence and an MHC pseudo amino acid sequence, predict their binding affinity value. This is MHC class II binding data. (1) The peptide sequence is SQDLELSWNLNGLWAY. The MHC is DRB1_0401 with pseudo-sequence DRB1_0401. The binding affinity (normalized) is 0.190. (2) The peptide sequence is RGLSSRKRRSHDVLT. The MHC is HLA-DQA10102-DQB10501 with pseudo-sequence HLA-DQA10102-DQB10501. The binding affinity (normalized) is 0. (3) The peptide sequence is EVQKVSQPATGAATV. The MHC is DRB1_0901 with pseudo-sequence DRB1_0901. The binding affinity (normalized) is 0.354.